This data is from Full USPTO retrosynthesis dataset with 1.9M reactions from patents (1976-2016). The task is: Predict the reactants needed to synthesize the given product. (1) Given the product [CH3:37][C:38]1[N:42]=[C:41]([CH2:43][NH:44][C:33]([CH:24]2[O:23][C:28]3[CH:29]=[CH:30][CH:31]=[CH:32][C:27]=3[NH:26][CH2:25]2)=[O:35])[O:40][N:39]=1, predict the reactants needed to synthesize it. The reactants are: C1C=CC2N(O)N=NC=2C=1.CCN=C=NCCCN(C)C.Cl.[O:23]1[C:28]2[CH:29]=[CH:30][CH:31]=[CH:32][C:27]=2[NH:26][CH2:25][CH:24]1[C:33]([O-:35])=O.[Li+].[CH3:37][C:38]1[N:42]=[C:41]([CH2:43][NH2:44])[O:40][N:39]=1. (2) The reactants are: [OH-].[K+].[F:3][C:4]1[CH:9]=[CH:8][C:7]([C:10]2[C:15]([C:16]3[CH:21]=[CH:20][N:19]=[CH:18][CH:17]=3)=[C:14]([C:22]3[CH:27]=[CH:26][C:25]([F:28])=[CH:24][CH:23]=3)[N:13]=[C:12]3[NH:29][N:30]=[C:31]([C:32]#[N:33])[C:11]=23)=[CH:6][CH:5]=1.O.CC[O:37]C(C)=O. Given the product [F:3][C:4]1[CH:9]=[CH:8][C:7]([C:10]2[C:15]([C:16]3[CH:21]=[CH:20][N:19]=[CH:18][CH:17]=3)=[C:14]([C:22]3[CH:27]=[CH:26][C:25]([F:28])=[CH:24][CH:23]=3)[N:13]=[C:12]3[NH:29][N:30]=[C:31]([C:32]([NH2:33])=[O:37])[C:11]=23)=[CH:6][CH:5]=1, predict the reactants needed to synthesize it. (3) Given the product [S:30]([O:1][CH2:2][C@@H:3]1[O:8][CH2:7][CH2:6][N:5]([C:9]([O:11][C:12]([CH3:15])([CH3:14])[CH3:13])=[O:10])[CH2:4]1)([C:27]1[CH:28]=[CH:29][C:24]([CH3:23])=[CH:25][CH:26]=1)(=[O:32])=[O:31], predict the reactants needed to synthesize it. The reactants are: [OH:1][CH2:2][C@@H:3]1[O:8][CH2:7][CH2:6][N:5]([C:9]([O:11][C:12]([CH3:15])([CH3:14])[CH3:13])=[O:10])[CH2:4]1.C(N(CC)CC)C.[CH3:23][C:24]1[CH:29]=[CH:28][C:27]([S:30](Cl)(=[O:32])=[O:31])=[CH:26][CH:25]=1. (4) The reactants are: O[C:2]1[CH:7]=[CH:6][C:5]([C:8]2[CH:9]=[C:10]3[N:15]([CH:16]=2)[CH:14]=[CH:13][CH:12]=[CH:11]3)=[CH:4][CH:3]=1.[Cl-].[CH3:18][O-:19].[Na+]. Given the product [N:15]1([CH2:16][CH2:8][CH2:18][O:19][C:2]2[CH:7]=[CH:6][C:5]([C:8]3[CH:9]=[C:10]4[N:15]([CH:16]=3)[CH:14]=[CH:13][CH:12]=[CH:11]4)=[CH:4][CH:3]=2)[CH2:10][CH2:11][CH2:12][CH2:13][CH2:14]1, predict the reactants needed to synthesize it. (5) Given the product [O:21]=[C:17]1[C:16](=[CH:2][C:3]2[CH:8]=[CH:7][C:6]([CH:9]([CH3:15])[C:10]([O:12][CH2:13][CH3:14])=[O:11])=[CH:5][CH:4]=2)[CH2:20][CH2:19][S:18]1, predict the reactants needed to synthesize it. The reactants are: O[CH:2]([CH:16]1[CH2:20][CH2:19][S:18][C:17]1=[O:21])[C:3]1[CH:8]=[CH:7][C:6]([CH:9]([CH3:15])[C:10]([O:12][CH2:13][CH3:14])=[O:11])=[CH:5][CH:4]=1.C1(C)C=CC(S(O)(=O)=O)=CC=1. (6) Given the product [CH2:1]([C:3]1[N:7]([CH2:8][C:9]2[CH:10]=[CH:11][C:12]([F:15])=[CH:13][CH:14]=2)[C:6]([CH2:16][NH:18][CH2:19][C:20]2[N:25]=[C:24]([CH3:26])[CH:23]=[C:22]([C:27]([O:29][CH3:30])=[O:28])[CH:21]=2)=[N:5][CH:4]=1)[CH3:2], predict the reactants needed to synthesize it. The reactants are: [CH2:1]([C:3]1[N:7]([CH2:8][C:9]2[CH:14]=[CH:13][C:12]([F:15])=[CH:11][CH:10]=2)[C:6]([CH:16]=O)=[N:5][CH:4]=1)[CH3:2].[NH2:18][CH2:19][C:20]1[N:25]=[C:24]([CH3:26])[CH:23]=[C:22]([C:27]([O:29][CH3:30])=[O:28])[CH:21]=1. (7) Given the product [CH:1]1([C:4]2[CH:5]=[CH:6][C:7]([C:10]([OH:12])=[O:11])=[N:8][CH:9]=2)[CH2:2][CH2:3]1, predict the reactants needed to synthesize it. The reactants are: [CH:1]1([C:4]2[CH:5]=[CH:6][C:7]([C:10]([O:12]C)=[O:11])=[N:8][CH:9]=2)[CH2:3][CH2:2]1.[OH-].[K+].